This data is from NCI-60 drug combinations with 297,098 pairs across 59 cell lines. The task is: Regression. Given two drug SMILES strings and cell line genomic features, predict the synergy score measuring deviation from expected non-interaction effect. (1) Drug 1: CC1C(C(=O)NC(C(=O)N2CCCC2C(=O)N(CC(=O)N(C(C(=O)O1)C(C)C)C)C)C(C)C)NC(=O)C3=C4C(=C(C=C3)C)OC5=C(C(=O)C(=C(C5=N4)C(=O)NC6C(OC(=O)C(N(C(=O)CN(C(=O)C7CCCN7C(=O)C(NC6=O)C(C)C)C)C)C(C)C)C)N)C. Drug 2: CC(C)(C#N)C1=CC(=CC(=C1)CN2C=NC=N2)C(C)(C)C#N. Cell line: CCRF-CEM. Synergy scores: CSS=24.0, Synergy_ZIP=3.84, Synergy_Bliss=9.52, Synergy_Loewe=-2.94, Synergy_HSA=3.15. (2) Drug 1: CC1=C(C=C(C=C1)NC(=O)C2=CC=C(C=C2)CN3CCN(CC3)C)NC4=NC=CC(=N4)C5=CN=CC=C5. Drug 2: C(=O)(N)NO. Cell line: KM12. Synergy scores: CSS=-5.72, Synergy_ZIP=-0.177, Synergy_Bliss=-4.91, Synergy_Loewe=-12.6, Synergy_HSA=-8.11. (3) Drug 1: CN(C)N=NC1=C(NC=N1)C(=O)N. Drug 2: CC12CCC3C(C1CCC2O)C(CC4=C3C=CC(=C4)O)CCCCCCCCCS(=O)CCCC(C(F)(F)F)(F)F. Cell line: UACC-257. Synergy scores: CSS=-7.51, Synergy_ZIP=2.92, Synergy_Bliss=-2.56, Synergy_Loewe=-9.24, Synergy_HSA=-8.38. (4) Drug 1: CC1C(C(CC(O1)OC2CC(OC(C2O)C)OC3=CC4=CC5=C(C(=O)C(C(C5)C(C(=O)C(C(C)O)O)OC)OC6CC(C(C(O6)C)O)OC7CC(C(C(O7)C)O)OC8CC(C(C(O8)C)O)(C)O)C(=C4C(=C3C)O)O)O)O. Drug 2: C1CN(CCN1C(=O)CCBr)C(=O)CCBr. Cell line: MOLT-4. Synergy scores: CSS=58.2, Synergy_ZIP=-0.800, Synergy_Bliss=-1.14, Synergy_Loewe=-4.53, Synergy_HSA=-0.578. (5) Drug 1: CCC1=C2CN3C(=CC4=C(C3=O)COC(=O)C4(CC)O)C2=NC5=C1C=C(C=C5)O. Drug 2: COC1=C2C(=CC3=C1OC=C3)C=CC(=O)O2. Cell line: OVCAR-5. Synergy scores: CSS=11.2, Synergy_ZIP=-6.37, Synergy_Bliss=-1.61, Synergy_Loewe=-20.3, Synergy_HSA=-1.82. (6) Drug 1: CNC(=O)C1=CC=CC=C1SC2=CC3=C(C=C2)C(=NN3)C=CC4=CC=CC=N4. Drug 2: CCN(CC)CCNC(=O)C1=C(NC(=C1C)C=C2C3=C(C=CC(=C3)F)NC2=O)C. Cell line: NCIH23. Synergy scores: CSS=-6.53, Synergy_ZIP=2.06, Synergy_Bliss=-4.97, Synergy_Loewe=-9.80, Synergy_HSA=-9.15. (7) Cell line: UO-31. Synergy scores: CSS=12.1, Synergy_ZIP=0.388, Synergy_Bliss=6.52, Synergy_Loewe=3.76, Synergy_HSA=4.86. Drug 1: CN(CCCl)CCCl.Cl. Drug 2: C1C(C(OC1N2C=NC3=C2NC=NCC3O)CO)O.